From a dataset of Full USPTO retrosynthesis dataset with 1.9M reactions from patents (1976-2016). Predict the reactants needed to synthesize the given product. (1) Given the product [Cl:40][C:34]1[C:33]([CH3:41])=[C:32]([NH:31][C@@H:10]([C:11]2[O:12][C:13]([C:16]3[CH:21]=[CH:20][C:19]([OH:22])=[C:18]([Cl:30])[CH:17]=3)=[N:14][N:15]=2)[C@@H:9]([OH:8])[CH3:42])[CH:39]=[CH:38][C:35]=1[C:36]#[N:37], predict the reactants needed to synthesize it. The reactants are: [Si]([O:8][C@@H:9]([CH3:42])[C@@H:10]([NH:31][C:32]1[CH:39]=[CH:38][C:35]([C:36]#[N:37])=[C:34]([Cl:40])[C:33]=1[CH3:41])[C:11]1[O:12][C:13]([C:16]2[CH:21]=[CH:20][C:19]([O:22][Si](C(C)(C)C)(C)C)=[C:18]([Cl:30])[CH:17]=2)=[N:14][N:15]=1)(C(C)(C)C)(C)C.[F-].C([N+](CCCC)(CCCC)CCCC)CCC. (2) Given the product [Br:3][C:4]1[CH:5]=[C:6]([CH:20]=[CH:21][CH:22]=1)[O:7][C@H:8]([C:10]1[CH:19]=[CH:18][C:13]([C:14]([OH:16])=[O:15])=[CH:12][CH:11]=1)[CH3:9], predict the reactants needed to synthesize it. The reactants are: [OH-].[Li+].[Br:3][C:4]1[CH:5]=[C:6]([CH:20]=[CH:21][CH:22]=1)[O:7][C@H:8]([C:10]1[CH:19]=[CH:18][C:13]([C:14]([O:16]C)=[O:15])=[CH:12][CH:11]=1)[CH3:9]. (3) Given the product [CH2:1]([O:8][C:9]([N:11]1[CH2:15][C@@H:14]([S:16][C:38]([CH3:41])([CH3:40])[CH3:39])[C@H:13]([NH:17][S:18]([C:21]2[CH:26]=[CH:25][C:24]([O:27][C:28]3[CH:33]=[CH:32][CH:31]=[CH:30][CH:29]=3)=[CH:23][CH:22]=2)(=[O:20])=[O:19])[CH2:12]1)=[O:10])[C:2]1[CH:3]=[CH:4][CH:5]=[CH:6][CH:7]=1, predict the reactants needed to synthesize it. The reactants are: [CH2:1]([O:8][C:9]([N:11]1[CH2:15][C@@H:14]([SH:16])[C@H:13]([NH:17][S:18]([C:21]2[CH:26]=[CH:25][C:24]([O:27][C:28]3[CH:33]=[CH:32][CH:31]=[CH:30][CH:29]=3)=[CH:23][CH:22]=2)(=[O:20])=[O:19])[CH2:12]1)=[O:10])[C:2]1[CH:7]=[CH:6][CH:5]=[CH:4][CH:3]=1.Cl.C(N1C[C@@H](S[C:38]([CH3:41])([CH3:40])[CH3:39])[C@H](NS(C2C=CC(OC3C=CC=CC=3)=CC=2)(=O)=O)C1)(O[C:38]([CH3:41])([CH3:40])[CH3:39])=O.C(N(CC)CC)C.ClC(OCC1C=CC=CC=1)=O. (4) Given the product [ClH:44].[F:43][C:2]([F:1])([F:42])[C:3]1[CH:4]=[C:5]([CH:35]=[C:36]([C:38]([F:41])([F:40])[F:39])[CH:37]=1)[CH2:6][N:7]([C@H:14]1[CH2:20][CH2:19][CH2:18][N:17]([CH2:21][CH:22]2[CH2:24][CH2:23]2)[C:16]2[C:25]([CH3:34])=[C:26]([C:30]([F:31])([F:32])[F:33])[C:27]([CH3:29])=[CH:28][C:15]1=2)[C:8]1[N:9]=[N:10][N:11]([CH3:13])[N:12]=1, predict the reactants needed to synthesize it. The reactants are: [F:1][C:2]([F:43])([F:42])[C:3]1[CH:4]=[C:5]([CH:35]=[C:36]([C:38]([F:41])([F:40])[F:39])[CH:37]=1)[CH2:6][N:7]([C@H:14]1[CH2:20][CH2:19][CH2:18][N:17]([CH2:21][CH:22]2[CH2:24][CH2:23]2)[C:16]2[C:25]([CH3:34])=[C:26]([C:30]([F:33])([F:32])[F:31])[C:27]([CH3:29])=[CH:28][C:15]1=2)[C:8]1[N:9]=[N:10][N:11]([CH3:13])[N:12]=1.[ClH:44].